From a dataset of Full USPTO retrosynthesis dataset with 1.9M reactions from patents (1976-2016). Predict the reactants needed to synthesize the given product. Given the product [N:1]([CH2:18][CH:16]([OH:17])[CH2:15][N:12]1[CH2:13][CH2:14][CH:9]([CH2:8][C:7]2[CH:19]=[C:20]([O:23][CH3:24])[CH:21]=[CH:22][C:6]=2[Br:5])[CH2:10][CH2:11]1)=[N+:2]=[N-:3], predict the reactants needed to synthesize it. The reactants are: [N-:1]=[N+:2]=[N-:3].[Na+].[Br:5][C:6]1[CH:22]=[CH:21][C:20]([O:23][CH3:24])=[CH:19][C:7]=1[CH2:8][CH:9]1[CH2:14][CH2:13][N:12]([CH2:15][CH:16]2[CH2:18][O:17]2)[CH2:11][CH2:10]1.C(=O)([O-])[O-].[K+].[K+].